This data is from Forward reaction prediction with 1.9M reactions from USPTO patents (1976-2016). The task is: Predict the product of the given reaction. Given the reactants C([N:8]1[CH2:13][CH2:12][C:11]([CH2:15][NH:16][C:17](=[O:21])[O:18][CH2:19][CH3:20])([OH:14])[CH2:10][CH2:9]1)C1C=CC=CC=1.C([O-])=O.[NH4+], predict the reaction product. The product is: [OH:14][C:11]1([CH2:15][NH:16][C:17](=[O:21])[O:18][CH2:19][CH3:20])[CH2:12][CH2:13][NH:8][CH2:9][CH2:10]1.